Dataset: Forward reaction prediction with 1.9M reactions from USPTO patents (1976-2016). Task: Predict the product of the given reaction. (1) Given the reactants C([N:8]1[CH2:15][CH:14]2[N:16]([CH2:17][C:18]3[CH:23]=[CH:22][C:21]([F:24])=[CH:20][CH:19]=3)[CH:10]([CH2:11][O:12][CH2:13]2)[CH2:9]1)C1C=CC=CC=1, predict the reaction product. The product is: [F:24][C:21]1[CH:22]=[CH:23][C:18]([CH2:17][N:16]2[CH:10]3[CH2:9][NH:8][CH2:15][CH:14]2[CH2:13][O:12][CH2:11]3)=[CH:19][CH:20]=1. (2) Given the reactants [F:1][C:2]1[CH:3]=[C:4]([C:9]2([OH:14])[CH2:13][CH2:12][NH:11][CH2:10]2)[CH:5]=[CH:6][C:7]=1[F:8].C(=O)([O-])[O-].[K+].[K+].I[CH2:22][CH3:23].C(=O)([O-])[O-].[Na+].[Na+], predict the reaction product. The product is: [F:1][C:2]1[CH:3]=[C:4]([C:9]2([OH:14])[CH2:13][CH2:12][N:11]([CH2:22][CH3:23])[CH2:10]2)[CH:5]=[CH:6][C:7]=1[F:8]. (3) Given the reactants [NH2:1][C:2]([C:4]1[CH:5]=[C:6](Br)[CH:7]=[C:8]2[C:12]=1[NH:11][N:10]=[C:9]2[CH:13]1[CH2:18][CH2:17][N:16]([C:19]([O:21][C:22]([CH3:25])([CH3:24])[CH3:23])=[O:20])[CH2:15][CH2:14]1)=[O:3].CC1(C)C(C)(C)OB([C:35]2[CH:36]=[N:37][NH:38][CH:39]=2)O1.C(=O)([O-])[O-].[Cs+].[Cs+], predict the reaction product. The product is: [NH2:1][C:2]([C:4]1[CH:5]=[C:6]([C:35]2[CH:36]=[N:37][NH:38][CH:39]=2)[CH:7]=[C:8]2[C:12]=1[NH:11][N:10]=[C:9]2[CH:13]1[CH2:18][CH2:17][N:16]([C:19]([O:21][C:22]([CH3:25])([CH3:24])[CH3:23])=[O:20])[CH2:15][CH2:14]1)=[O:3].